From a dataset of Experimentally validated miRNA-target interactions with 360,000+ pairs, plus equal number of negative samples. Binary Classification. Given a miRNA mature sequence and a target amino acid sequence, predict their likelihood of interaction. (1) The miRNA is hsa-miR-6869-5p with sequence GUGAGUAGUGGCGCGCGGCGGC. The protein sequence of the target gene is MIHFILLFSRQGKLRLQKWYITLPDKERKKITREIVQIILSRGHRTSSFVDWKELKLVYKRYASLYFCCAIENQDNELLTLEIVHRYVELLDKYFGNVCELDIIFNFEKAYFILDEFIIGGEIQETSKKIAVKAIEDSDMLQEVSTVSQTMGER. Result: 1 (interaction). (2) The miRNA is hsa-miR-6851-5p with sequence AGGAGGUGGUACUAGGGGCCAGC. Result: 0 (no interaction). The protein sequence of the target gene is MDALNRNQIGPGCQTQTMVQKGPLDLIETGKGLKVQTDKPHLVSLGSGRLSTAITLLPLEEGRTVIGSAARDISLQGPGLAPEHCYIENLRGTLTLYPCGNACTIDGLPVRQPTRLTQGCMLCLGQSTFLRFNHPAEAKWMKSMIPAGGRAPGPPYSPVPAESESLVNGNHTPQTATRGPSACASHSSLVSSIEKDLQEIMDSLVLEEPGAAGKKPAATSPLSPMANGGRYLLSPPTSPGAMSVGSSYENTSPAFSPLSSPASSGSCASHSPSGQEPGPSVPPLVPARSSSYHLALQPPQ.... (3) The miRNA is hsa-miR-6820-3p with sequence UGUGACUUCUCCCCUGCCACAG. The protein sequence of the target gene is MPKVMKDVVHPLGGEEPSMARAVVRSVGGFTLGLSLATAYGLLELLVEGHSPWGCLVGTLTLAAFLSLGMGFSRQVRATVLLLLPQAFSRQGRTLLLVAAFGLVLQGPCANTLRNFTRASEAVACGAELALNQTAEVLQRAKQPLVSALNKIKAIARKTKEVADRVRKFFRSIMDGVKHIARALRNVWQWLLHIGDVCNSELGNPYLKCARVFDDAKDSCMMVIPQAYHLCYVLMPFKLALCGLASLVQVFCVIPKYIQPFLRQTIGTPVIQLLNRVRQEFEFNMTATHHFSVDLNASRS.... Result: 0 (no interaction). (4) The miRNA is hsa-miR-548b-3p with sequence CAAGAACCUCAGUUGCUUUUGU. The protein sequence of the target gene is MAAAKDGCGLETAAGNGRRLHLGIPEAVFVEDVDSFMKQPGNETADTVLKKLDEQYQKYKFMELNLAQKKRRLKGQIPEIKQTLEILKYMQKKKESTNSMETRFLLADNLYCKASVPPTDKVCLWLGANVMLEYDIDEAQALLEKNLSTATKNLDSLEEDLDFLRDQFTTTEVNMARVYNWDVKRRNKDDSTKNKA. Result: 0 (no interaction). (5) The miRNA is mmu-miR-6948-5p with sequence AGUUCAGACAGGACUGUGACAC. The protein sequence of the target gene is MYSGNRSGGHGYWDGGGAAGAEGPAPAGTLSPAPLFSPGTYERLALLLGSIGLLGVGNNLLVLVLYYKFQRLRTPTHLLLVNISLSDLLVSLFGVTFTFVSCLRNGWVWDTVGCVWDGFSGSLFGIVSIATLTVLAYERYIRVVHARVINFSWAWRAITYIWLYSLAWAGAPLLGWNRYILDVHGLGCTVDWKSKDANDSSFVLFLFLGCLVVPLGVIAHCYGHILYSIRMLRCVEDLQTIQVIKILKYEKKLAKMCFLMIFTFLVCWMPYIVICFLVVNGHGHLVTPTISIVSYLFAKS.... Result: 0 (no interaction).